Predict the reactants needed to synthesize the given product. From a dataset of Full USPTO retrosynthesis dataset with 1.9M reactions from patents (1976-2016). The reactants are: [CH3:1][O:2][CH2:3][C@H:4]([CH3:30])[O:5][C:6]1[CH:7]=[C:8]([CH:19]=[C:20]([C:22]([NH:24][C:25]2[CH:29]=[CH:28][NH:27][N:26]=2)=[O:23])[CH:21]=1)[O:9][C:10]1[CH:18]=[CH:17][C:13]([C:14](O)=[O:15])=[CH:12][CH:11]=1.[CH3:31][N:32](C(ON1N=NC2C=CC=NC1=2)=[N+](C)C)[CH3:33].F[P-](F)(F)(F)(F)F.CNC.CCN(C(C)C)C(C)C. Given the product [CH3:31][N:32]([CH3:33])[C:14]([C:13]1[CH:17]=[CH:18][C:10]([O:9][C:8]2[CH:19]=[C:20]([CH:21]=[C:6]([O:5][C@@H:4]([CH3:30])[CH2:3][O:2][CH3:1])[CH:7]=2)[C:22]([NH:24][C:25]2[CH:29]=[CH:28][NH:27][N:26]=2)=[O:23])=[CH:11][CH:12]=1)=[O:15], predict the reactants needed to synthesize it.